This data is from Forward reaction prediction with 1.9M reactions from USPTO patents (1976-2016). The task is: Predict the product of the given reaction. (1) Given the reactants [NH:1]1[CH:5]=[C:4]([CH:6]=[N:7][S:8]([C:10]([CH3:13])([CH3:12])[CH3:11])=[O:9])[N:3]=[N:2]1.[CH3:14][Mg]Br.C(OCC)C, predict the reaction product. The product is: [NH:1]1[CH:5]=[C:4]([CH:6]([NH:7][S:8]([C:10]([CH3:13])([CH3:12])[CH3:11])=[O:9])[CH3:14])[N:3]=[N:2]1. (2) Given the reactants [CH3:1][C:2]([C:4]1[CH:9]=[CH:8][C:7]([O:10][CH3:11])=[CH:6][C:5]=1[O:12][CH3:13])=[O:3].CO[CH:16](OC)[N:17]([CH3:19])[CH3:18], predict the reaction product. The product is: [CH3:16][N:17]([CH3:19])[CH:18]=[CH:1][C:2]([C:4]1[CH:9]=[CH:8][C:7]([O:10][CH3:11])=[CH:6][C:5]=1[O:12][CH3:13])=[O:3]. (3) Given the reactants [CH3:1][C:2]([O:5][C:6]([N:8]1[CH2:14][C:13]2[CH:15]=[C:16](B(O)O)[CH:17]=[CH:18][C:12]=2[O:11][CH2:10][CH2:9]1)=[O:7])([CH3:4])[CH3:3].Br[C:23]1[CH:29]=[CH:28][C:26]([NH2:27])=[C:25]([N+:30]([O-:32])=[O:31])[CH:24]=1.O1CCOCC1.CCN(C(C)C)C(C)C, predict the reaction product. The product is: [NH2:27][C:26]1[CH:28]=[CH:29][C:23]([C:16]2[CH:17]=[CH:18][C:12]3[O:11][CH2:10][CH2:9][N:8]([C:6]([O:5][C:2]([CH3:4])([CH3:3])[CH3:1])=[O:7])[CH2:14][C:13]=3[CH:15]=2)=[CH:24][C:25]=1[N+:30]([O-:32])=[O:31]. (4) Given the reactants Br[C:2]1[CH:10]=[CH:9][CH:8]=[C:7]2[C:3]=1[CH:4]=[CH:5][N:6]2[CH3:11].[CH:12]1([N:15]2[CH2:20][C:19]3([CH2:25][CH2:24][N:23]([S:26]([C:29]4[CH:34]=[CH:33][C:32](B5OC(C)(C)C(C)(C)O5)=[CH:31][CH:30]=4)(=[O:28])=[O:27])[CH2:22][CH2:21]3)[O:18][CH2:17][C:16]2=[O:44])[CH2:14][CH2:13]1, predict the reaction product. The product is: [CH:12]1([N:15]2[CH2:20][C:19]3([CH2:25][CH2:24][N:23]([S:26]([C:29]4[CH:30]=[CH:31][C:32]([C:2]5[CH:10]=[CH:9][CH:8]=[C:7]6[C:3]=5[CH:4]=[CH:5][N:6]6[CH3:11])=[CH:33][CH:34]=4)(=[O:27])=[O:28])[CH2:22][CH2:21]3)[O:18][CH2:17][C:16]2=[O:44])[CH2:13][CH2:14]1. (5) Given the reactants Cl[C:2]1[C:11]2[C:6](=[CH:7][C:8]([O:12][CH3:13])=[CH:9][CH:10]=2)[CH:5]=[C:4]([NH:14][C:15]2[CH:19]=[CH:18][NH:17][N:16]=2)[N:3]=1.[CH:20]1[C:29]2[C:24](=[CH:25][CH:26]=[CH:27][CH:28]=2)[CH:23]=[CH:22][C:21]=1B(O)O, predict the reaction product. The product is: [CH3:13][O:12][C:8]1[CH:7]=[C:6]2[C:11](=[CH:10][CH:9]=1)[C:2]([C:22]1[CH:21]=[CH:20][C:29]3[C:24](=[CH:25][CH:26]=[CH:27][CH:28]=3)[CH:23]=1)=[N:3][C:4]([NH:14][C:15]1[CH:19]=[CH:18][NH:17][N:16]=1)=[CH:5]2.